From a dataset of Catalyst prediction with 721,799 reactions and 888 catalyst types from USPTO. Predict which catalyst facilitates the given reaction. (1) Reactant: [OH:1][CH2:2][C:3]1[N:8]=[CH:7][C:6]2[N:9]=[CH:10][N:11]([C:12]3[S:16][C:15]([C:17]([NH2:19])=[O:18])=[C:14]([O:20][CH2:21][C:22]4[CH:27]=[CH:26][CH:25]=[CH:24][C:23]=4[C:28]([F:31])([F:30])[F:29])[CH:13]=3)[C:5]=2[CH:4]=1.C(N(CC)CC)C.[CH3:39][S:40](O[S:40]([CH3:39])(=[O:42])=[O:41])(=[O:42])=[O:41]. Product: [CH3:39][S:40]([O:1][CH2:2][C:3]1[N:8]=[CH:7][C:6]2[N:9]=[CH:10][N:11]([C:12]3[S:16][C:15]([C:17](=[O:18])[NH2:19])=[C:14]([O:20][CH2:21][C:22]4[CH:27]=[CH:26][CH:25]=[CH:24][C:23]=4[C:28]([F:29])([F:30])[F:31])[CH:13]=3)[C:5]=2[CH:4]=1)(=[O:42])=[O:41]. The catalyst class is: 4. (2) Reactant: C[O:2][C:3](=[O:23])[C:4]([CH3:22])([CH3:21])[CH2:5][CH:6]1[CH2:11][CH2:10][N:9]([C:12]2[CH:17]=[CH:16][C:15]([N+:18]([O-:20])=[O:19])=[CH:14][N:13]=2)[CH2:8][CH2:7]1.CO.[OH-].[Na+]. Product: [CH3:21][C:4]([CH3:22])([CH2:5][CH:6]1[CH2:7][CH2:8][N:9]([C:12]2[CH:17]=[CH:16][C:15]([N+:18]([O-:20])=[O:19])=[CH:14][N:13]=2)[CH2:10][CH2:11]1)[C:3]([OH:23])=[O:2]. The catalyst class is: 7.